Dataset: Forward reaction prediction with 1.9M reactions from USPTO patents (1976-2016). Task: Predict the product of the given reaction. (1) Given the reactants [CH2:1]([C:8]1[N:13]=[N:12][C:11]([N:14]2[CH2:19][CH2:18][N:17]([C:20]3[N:25]=[C:24]([C:26]([F:29])([F:28])[F:27])[C:23]([C:30]([O:32]C)=[O:31])=[CH:22][N:21]=3)[C@H:16]([CH3:34])[CH2:15]2)=[C:10]([CH3:35])[C:9]=1[CH3:36])[C:2]1[CH:7]=[CH:6][CH:5]=[CH:4][CH:3]=1.[Li+].[OH-], predict the reaction product. The product is: [CH2:1]([C:8]1[N:13]=[N:12][C:11]([N:14]2[CH2:19][CH2:18][N:17]([C:20]3[N:25]=[C:24]([C:26]([F:29])([F:28])[F:27])[C:23]([C:30]([OH:32])=[O:31])=[CH:22][N:21]=3)[C@H:16]([CH3:34])[CH2:15]2)=[C:10]([CH3:35])[C:9]=1[CH3:36])[C:2]1[CH:3]=[CH:4][CH:5]=[CH:6][CH:7]=1. (2) Given the reactants [F:1][C:2]1[CH:7]=[CH:6][C:5]([C:8]2[C:13](/[CH:14]=[CH:15]/[C@@H:16]([OH:25])[CH2:17][C:18](=[O:24])[CH2:19][C:20]([O:22][CH3:23])=[O:21])=[C:12]([CH:26]([CH3:28])[CH3:27])[N:11]=[C:10]([N:29]([CH3:34])[S:30]([CH3:33])(=[O:32])=[O:31])[N:9]=2)=[CH:4][CH:3]=1.C(B(CC)OC)C.[BH4-].[Na+].C(O)(=O)C, predict the reaction product. The product is: [F:1][C:2]1[CH:7]=[CH:6][C:5]([C:8]2[C:13](/[CH:14]=[CH:15]/[C@@H:16]([OH:25])[CH2:17][C@@H:18]([OH:24])[CH2:19][C:20]([O:22][CH3:23])=[O:21])=[C:12]([CH:26]([CH3:28])[CH3:27])[N:11]=[C:10]([N:29]([CH3:34])[S:30]([CH3:33])(=[O:32])=[O:31])[N:9]=2)=[CH:4][CH:3]=1. (3) Given the reactants [C:1]([C:5]1[C:14]2[CH:13]=[C:12]([C:15](=O)[CH2:16][CH3:17])[C:11]([O:19][CH2:20][CH3:21])=[CH:10][C:9]=2[C:8]([CH3:23])([CH3:22])[CH2:7][CH:6]=1)([CH3:4])([CH3:3])[CH3:2].[CH3:24][CH2:25][O:26][C:27]([CH:29](P(OCC)(OCC)=O)[F:30])=[O:28].C([Li])CCC, predict the reaction product. The product is: [C:1]([C:5]1[C:14]2[CH:13]=[C:12](/[C:15](/[CH2:16][CH3:17])=[C:29](/[F:30])\[C:27]([O:26][CH2:25][CH3:24])=[O:28])[C:11]([O:19][CH2:20][CH3:21])=[CH:10][C:9]=2[C:8]([CH3:22])([CH3:23])[CH2:7][CH:6]=1)([CH3:4])([CH3:2])[CH3:3]. (4) Given the reactants Br[C:2]1[C:3]([O:9][CH3:10])=[N:4][C:5]([Cl:8])=[CH:6][CH:7]=1.CC([O-])(C)C.[Na+].[C:17]([CH2:19][C:20](OC(C)(C)C)=O)#[N:18].CI, predict the reaction product. The product is: [Cl:8][C:5]1[N:4]=[C:3]([O:9][CH3:10])[C:2]([CH:19]([CH3:20])[C:17]#[N:18])=[CH:7][CH:6]=1. (5) Given the reactants [F:1][C:2]1[C:3](I)=[C:4]([CH:6]=[CH:7][C:8]=1[C:9]([F:12])([F:11])[F:10])[NH2:5].[C:14]([Cu])#[N:15], predict the reaction product. The product is: [NH2:5][C:4]1[C:3]([C:14]#[N:15])=[C:2]([F:1])[C:8]([C:9]([F:12])([F:11])[F:10])=[CH:7][CH:6]=1.